The task is: Predict the reaction yield, written as a fraction of the theoretical maximum amount of product (1.0 means a 100% yield; for example, 0.34 means a 34% yield).. This data is from Reaction yield outcomes from USPTO patents with 853,638 reactions. (1) The product is [CH3:10][O:9][C:7]1[CH:6]=[C:5]([N:11]2[CH:15]=[C:14]([CH:16]=[O:17])[C:13]([CH3:20])=[N:12]2)[CH:4]=[C:3]([O:2][CH3:1])[CH:8]=1. The yield is 0.740. The catalyst is O1CCCC1.C1(C)C=CC=CC=1.[O-2].[O-2].[Mn+4]. The reactants are [CH3:1][O:2][C:3]1[CH:4]=[C:5]([N:11]2[CH:15]=[C:14]([C:16](OC)=[O:17])[C:13]([CH3:20])=[N:12]2)[CH:6]=[C:7]([O:9][CH3:10])[CH:8]=1.[H-].[Al+3].[Li+].[H-].[H-].[H-]. (2) The yield is 0.480. The reactants are [CH3:1][O:2][C:3]1[CH:4]=[C:5]2[C:10](=[CH:11][C:12]=1[O:13][CH3:14])[N:9]=[CH:8][N:7]=[C:6]2[O:15][C:16]1[CH:22]=[CH:21][C:19]([NH2:20])=[CH:18][CH:17]=1.C1(C)C=CC=CC=1.C(N(CC)CC)C.Cl[C:38](Cl)([O:40][C:41](=[O:47])OC(Cl)(Cl)Cl)Cl.[F:49][C:50]([F:60])([F:59])[C:51]1[CH:58]=[CH:57][C:54](CO)=[CH:53][CH:52]=1. The catalyst is C(Cl)Cl. The product is [CH3:1][O:2][C:3]1[CH:4]=[C:5]2[C:10](=[CH:11][C:12]=1[O:13][CH3:14])[N:9]=[CH:8][N:7]=[C:6]2[O:15][C:16]1[CH:22]=[CH:21][C:19]([NH:20][C:41](=[O:47])[O:40][CH2:38][C:54]2[CH:57]=[CH:58][C:51]([C:50]([F:60])([F:59])[F:49])=[CH:52][CH:53]=2)=[CH:18][CH:17]=1. (3) The yield is 1.00. The product is [F:1][C:2]([F:30])([C:11]1[CH:16]=[C:15]([N+:17]([O-:19])=[O:18])[CH:14]=[C:13]([OH:20])[CH:12]=1)[C:3]1[CH:4]=[C:5]([CH:8]=[CH:9][CH:10]=1)[C:6]#[N:7]. The reactants are [F:1][C:2]([F:30])([C:11]1[CH:16]=[C:15]([N+:17]([O-:19])=[O:18])[CH:14]=[C:13]([O:20]CC2C=CC(OC)=CC=2)[CH:12]=1)[C:3]1[CH:4]=[C:5]([CH:8]=[CH:9][CH:10]=1)[C:6]#[N:7].C(O)(C(F)(F)F)=O. The catalyst is C(Cl)Cl. (4) The reactants are [Cl:1][C:2]1[N:7]=[N:6][C:5]([C:8](OCC)=[O:9])=[C:4]([NH:13][C:14]2[CH:19]=[CH:18][CH:17]=[C:16]([C:20]([F:23])([F:22])[F:21])[N:15]=2)[CH:3]=1.[NH3:24]. No catalyst specified. The product is [Cl:1][C:2]1[N:7]=[N:6][C:5]([C:8]([NH2:24])=[O:9])=[C:4]([NH:13][C:14]2[CH:19]=[CH:18][CH:17]=[C:16]([C:20]([F:23])([F:22])[F:21])[N:15]=2)[CH:3]=1. The yield is 1.00. (5) The reactants are [Cl:1][C:2]1[CH:7]=[CH:6][C:5]([S:8]([NH:11][CH:12]([C:16]2[CH:21]=[CH:20][CH:19]=[CH:18][C:17]=2[C:22]([F:25])([F:24])[F:23])[C:13]([NH2:15])=[O:14])(=[O:10])=[O:9])=[CH:4][CH:3]=1.C([O-])([O-])=O.[Cs+].[Cs+].[CH2:32]([NH:34][C:35](=[O:44])[C:36]1[CH:41]=[CH:40][C:39]([CH2:42]Cl)=[CH:38][CH:37]=1)[CH3:33].CN(C=O)C. The product is [Cl:1][C:2]1[CH:3]=[CH:4][C:5]([S:8]([N:11]([CH2:42][C:39]2[CH:38]=[CH:37][C:36]([C:35]([NH:34][CH2:32][CH3:33])=[O:44])=[CH:41][CH:40]=2)[CH:12]([C:16]2[CH:21]=[CH:20][CH:19]=[CH:18][C:17]=2[C:22]([F:25])([F:23])[F:24])[C:13]([NH2:15])=[O:14])(=[O:10])=[O:9])=[CH:6][CH:7]=1. The catalyst is CCOC(C)=O. The yield is 0.150. (6) The reactants are [Cl:1][C:2]1[CH:7]=[C:6](B(O)O)[CH:5]=[CH:4][N:3]=1.Br[C:12]1[CH:13]=[C:14]2[C:18](=[C:19]([C:21]([NH2:23])=[O:22])[CH:20]=1)[NH:17][CH:16]=[C:15]2[CH:24]1[CH2:29][CH2:28][S:27](=[O:31])(=[O:30])[CH2:26][CH2:25]1.C(=O)([O-])[O-].[K+].[K+].O1CCOCC1. The catalyst is C1C=CC(P(C2C=CC=CC=2)[C-]2C=CC=C2)=CC=1.C1C=CC(P(C2C=CC=CC=2)[C-]2C=CC=C2)=CC=1.Cl[Pd]Cl.[Fe+2].O. The product is [Cl:1][C:2]1[CH:7]=[C:6]([C:12]2[CH:13]=[C:14]3[C:18](=[C:19]([C:21]([NH2:23])=[O:22])[CH:20]=2)[NH:17][CH:16]=[C:15]3[CH:24]2[CH2:25][CH2:26][S:27](=[O:30])(=[O:31])[CH2:28][CH2:29]2)[CH:5]=[CH:4][N:3]=1. The yield is 0.196. (7) The reactants are [CH:1]1[C:10]2[C:5](=[CH:6][CH:7]=[CH:8][CH:9]=2)[CH:4]=[C:3]([NH2:11])[N:2]=1.C(O)(C(F)(F)F)=O. The catalyst is [Pt](=O)=O. The product is [CH:1]1[C:10]2[CH2:9][CH2:8][CH2:7][CH2:6][C:5]=2[CH:4]=[C:3]([NH2:11])[N:2]=1. The yield is 0.570. (8) The reactants are [CH2:1]1[C:12]2[C:11]3[CH:10]=[CH:9][CH:8]=[CH:7][C:6]=3[NH:5][C:4]=2[CH2:3][CH2:2]1.Cl. The catalyst is [Pd]. The product is [CH2:1]1[CH:12]2[CH:4]([NH:5][C:6]3[CH:7]=[CH:8][CH:9]=[CH:10][C:11]=32)[CH2:3][CH2:2]1. The yield is 0.690.